From a dataset of Forward reaction prediction with 1.9M reactions from USPTO patents (1976-2016). Predict the product of the given reaction. (1) Given the reactants [CH:1]([C:3]1[CH:8]=[CH:7][C:6]([C:9]2[C:10]([C:15]#[N:16])=[CH:11][CH:12]=[CH:13][CH:14]=2)=[C:5]([N+:17]([O-:19])=[O:18])[CH:4]=1)=[O:2].CO.[BH4-].[Na+].Cl, predict the reaction product. The product is: [OH:2][CH2:1][C:3]1[CH:8]=[CH:7][C:6]([C:9]2[C:10]([C:15]#[N:16])=[CH:11][CH:12]=[CH:13][CH:14]=2)=[C:5]([N+:17]([O-:19])=[O:18])[CH:4]=1. (2) The product is: [C:1]([O:5][C:6]([NH:8][CH:9]([C:29]([OH:31])=[O:30])[CH2:10][CH2:11][CH2:12][CH2:13][NH:14][S:15]([C:18]1[C:23]([Cl:24])=[CH:22][CH:21]=[C:20]([NH2:25])[C:19]=1[OH:28])(=[O:16])=[O:17])=[O:7])([CH3:4])([CH3:2])[CH3:3]. Given the reactants [C:1]([O:5][C:6]([NH:8][CH:9]([C:29]([OH:31])=[O:30])[CH2:10][CH2:11][CH2:12][CH2:13][NH:14][S:15]([C:18]1[C:23]([Cl:24])=[CH:22][CH:21]=[C:20]([N+:25]([O-])=O)[C:19]=1[OH:28])(=[O:17])=[O:16])=[O:7])([CH3:4])([CH3:3])[CH3:2].[H][H], predict the reaction product.